This data is from Catalyst prediction with 721,799 reactions and 888 catalyst types from USPTO. The task is: Predict which catalyst facilitates the given reaction. Reactant: [C:1]([Si:5]([O:8][C:9]1[CH:14]=[C:13]([F:15])[C:12]([F:16])=[CH:11][C:10]=1[O:17][CH3:18])([CH3:7])[CH3:6])([CH3:4])([CH3:3])[CH3:2].C([Li])CCC.CN(C)[CH:26]=[O:27].[Cl-].[NH4+]. Product: [C:1]([Si:5]([CH3:7])([CH3:6])[O:8][C:9]1[C:10]([O:17][CH3:18])=[C:11]([C:12]([F:16])=[C:13]([F:15])[CH:14]=1)[CH:26]=[O:27])([CH3:4])([CH3:3])[CH3:2]. The catalyst class is: 30.